Dataset: Full USPTO retrosynthesis dataset with 1.9M reactions from patents (1976-2016). Task: Predict the reactants needed to synthesize the given product. (1) The reactants are: [CH3:1][N:2](C(OC)OC)C.[N:9]1[C:14]2[CH:15]=[CH:16]NC(=O)[C:13]=2[CH:12]=[N:11][CH:10]=1.C1C=C(Cl)C=C(C(OO)=[O:28])C=1.OO.C(O)(C(F)(F)F)=O. Given the product [NH:9]1[C:14]2[CH:15]=[CH:16][CH:1]=[N:2][C:13]=2[CH:12]=[N:11][C:10]1=[O:28], predict the reactants needed to synthesize it. (2) Given the product [F:1][C:2]1[CH:7]=[CH:6][C:5]([CH2:8][C:9]2[N:15]3[N:16]=[C:17]([C:20]4[S:21][CH:22]=[CH:23][CH:24]=4)[CH:18]=[CH:19][C:14]3=[N:12][N:11]=2)=[CH:4][CH:3]=1, predict the reactants needed to synthesize it. The reactants are: [F:1][C:2]1[CH:7]=[CH:6][C:5]([CH2:8][C:9]([NH:11][NH2:12])=O)=[CH:4][CH:3]=1.Cl[C:14]1[N:15]=[N:16][C:17]([C:20]2[S:21][CH:22]=[CH:23][CH:24]=2)=[CH:18][CH:19]=1. (3) Given the product [CH3:27][C:2]1([CH3:1])[CH2:7][C:6]([B:28]2[O:32][C:31]([CH3:34])([CH3:33])[C:30]([CH3:36])([CH3:35])[O:29]2)=[CH:5][C:4]([CH3:25])([CH3:26])[O:3]1, predict the reactants needed to synthesize it. The reactants are: [CH3:1][C:2]1([CH3:27])[CH2:7][C:6](OS(C(F)(F)C(F)(F)C(F)(F)C(F)(F)F)(=O)=O)=[CH:5][C:4]([CH3:26])([CH3:25])[O:3]1.[B:28]1([B:28]2[O:32][C:31]([CH3:34])([CH3:33])[C:30]([CH3:36])([CH3:35])[O:29]2)[O:32][C:31]([CH3:34])([CH3:33])[C:30]([CH3:36])([CH3:35])[O:29]1.CC([O-])=O.[K+].ClCCl. (4) Given the product [C:4]1(=[O:11])[N:5]([CH2:6][CH:7]2[CH2:8][O:9][S:17](=[O:18])[O:10]2)[C:1](=[O:16])[C:2]2=[CH:15][CH:14]=[CH:13][CH:12]=[C:3]12, predict the reactants needed to synthesize it. The reactants are: [C:1]1(=[O:16])[N:5]([CH2:6][C@@H:7]([OH:10])[CH2:8][OH:9])[C:4](=[O:11])[C:3]2=[CH:12][CH:13]=[CH:14][CH:15]=[C:2]12.[S:17](Cl)(Cl)=[O:18].N1C=CC=CC=1. (5) The reactants are: [NH2:1][C:2]1[C:15]2[C:14](=[O:16])[C:13]3[C:8](=[CH:9][CH:10]=[CH:11][CH:12]=3)[C:7](=[O:17])[C:6]=2[C:5]([NH:18][C:19]2[CH:24]=[CH:23][C:22]([OH:25])=[CH:21][CH:20]=2)=[CH:4][CH:3]=1.[C:26](O[C:26](=[O:30])[C:27]([CH3:29])=[CH2:28])(=[O:30])[C:27]([CH3:29])=[CH2:28].C(O)(=O)C. Given the product [C:26]([O:25][C:22]1[CH:21]=[CH:20][C:19]([NH:18][C:5]2[C:6]3[C:7](=[O:17])[C:8]4[C:13](=[CH:12][CH:11]=[CH:10][CH:9]=4)[C:14](=[O:16])[C:15]=3[C:2]([NH2:1])=[CH:3][CH:4]=2)=[CH:24][CH:23]=1)(=[O:30])[C:27]([CH3:29])=[CH2:28], predict the reactants needed to synthesize it. (6) Given the product [F:27][CH:21]([O:1][C:2]1[CH:3]=[CH:4][C:7]([CH:13]=[O:19])=[CH:8][C:9]=1[N+:10]([O-:12])=[O:11])[C:22]([O:24][CH2:25][CH3:26])=[O:23], predict the reactants needed to synthesize it. The reactants are: [OH:1][C:2]1[CH:3]=[C:4]([CH:7]=[CH:8][C:9]=1[N+:10]([O-:12])=[O:11])C=O.[C:13]1([OH:19])C=CC=CC=1.Br[CH:21]([F:27])[C:22]([O:24][CH2:25][CH3:26])=[O:23]. (7) Given the product [CH3:1][C:2]1[CH:7]=[CH:6][C:5]2[O:8]/[C:9](=[CH:25]\[C:24]3[CH:27]=[CH:28][C:21]([O:14][C:15]4[CH:16]=[CH:17][CH:18]=[CH:19][CH:20]=4)=[CH:22][CH:23]=3)/[C:10](=[O:11])/[C:12](=[CH:25]/[C:24]3[CH:27]=[CH:28][C:21]([O:14][C:15]4[CH:20]=[CH:19][CH:18]=[CH:17][CH:16]=4)=[CH:22][CH:23]=3)/[O:13][C:4]=2[CH:3]=1, predict the reactants needed to synthesize it. The reactants are: [CH3:1][C:2]1[CH:7]=[CH:6][C:5]2[O:8][CH2:9][C:10]([CH2:12][O:13][C:4]=2[CH:3]=1)=[O:11].[O:14]([C:21]1[CH:28]=[CH:27][C:24]([CH:25]=O)=[CH:23][CH:22]=1)[C:15]1[CH:20]=[CH:19][CH:18]=[CH:17][CH:16]=1. (8) Given the product [CH3:12][O:11][C:8]1[CH:9]=[CH:10][C:2]([C:21](=[O:31])[C:22]2[CH:23]=[CH:24][C:25]([CH2:28][O:29][CH3:30])=[CH:26][CH:27]=2)=[C:3]([CH:7]=1)[C:4]([OH:6])=[O:5], predict the reactants needed to synthesize it. The reactants are: Br[C:2]1[CH:10]=[CH:9][C:8]([O:11][CH3:12])=[CH:7][C:3]=1[C:4]([OH:6])=[O:5].C([Li])CCC.CON(C)[C:21](=[O:31])[C:22]1[CH:27]=[CH:26][C:25]([CH2:28][O:29][CH3:30])=[CH:24][CH:23]=1. (9) The reactants are: CS([O:5][CH:6]1[CH2:9][CH:8]([C:10]#[N:11])[CH2:7]1)(=O)=O.[CH3:12][C:13]1[CH:14]=[C:15](O)[CH:16]=[C:17]([CH3:19])[CH:18]=1.C([O-])([O-])=O.[K+].[K+].O. Given the product [CH3:12][C:13]1[CH:14]=[C:15]([CH:16]=[C:17]([CH3:19])[CH:18]=1)[O:5][CH:6]1[CH2:9][CH:8]([C:10]#[N:11])[CH2:7]1, predict the reactants needed to synthesize it.